From a dataset of Catalyst prediction with 721,799 reactions and 888 catalyst types from USPTO. Predict which catalyst facilitates the given reaction. Reactant: Br[C:2]1[CH:10]=[C:9]([C:11]([F:14])([F:13])[F:12])[CH:8]=[C:7]2[C:3]=1[CH:4]=[N:5][NH:6]2.[F:15][C:16]1[C:24]2[C:19](=[N:20][CH:21]=[C:22](B(O)O)[CH:23]=2)[NH:18][CH:17]=1.[C:28]([O-:31])(O)=[O:29].[Na+]. Product: [C:28]([OH:31])([C:11]([F:14])([F:13])[F:12])=[O:29].[F:15][C:16]1[C:24]2[C:19](=[N:20][CH:21]=[C:22]([C:2]3[CH:10]=[C:9]([C:11]([F:14])([F:13])[F:12])[CH:8]=[C:7]4[C:3]=3[CH:4]=[N:5][NH:6]4)[CH:23]=2)[NH:18][CH:17]=1. The catalyst class is: 12.